From a dataset of Full USPTO retrosynthesis dataset with 1.9M reactions from patents (1976-2016). Predict the reactants needed to synthesize the given product. The reactants are: [Cl:1][C:2]1[N:7]=[C:6](Cl)[CH:5]=[C:4]([Cl:9])[N:3]=1.Cl.[CH2:11]([O:13][CH2:14][CH2:15][CH2:16][NH:17][C:18](=[O:25])[C@H:19]([CH2:21][CH:22]([CH3:24])[CH3:23])[NH2:20])[CH3:12].C(N(CC)C(C)C)(C)C. Given the product [CH2:11]([O:13][CH2:14][CH2:15][CH2:16][NH:17][C:18](=[O:25])[CH:19]([NH:20][C:6]1[CH:5]=[C:4]([Cl:9])[N:3]=[C:2]([Cl:1])[N:7]=1)[CH2:21][CH:22]([CH3:23])[CH3:24])[CH3:12], predict the reactants needed to synthesize it.